This data is from Full USPTO retrosynthesis dataset with 1.9M reactions from patents (1976-2016). The task is: Predict the reactants needed to synthesize the given product. (1) Given the product [NH2:27][C:16]1[N:15]=[C:14]([NH:13][CH2:12][CH2:11][NH:10][CH:9]2[CH2:33][CH2:34][CH2:29][CH2:30][CH2:31]2)[C:19]([C:20]#[N:21])=[C:18]([C:22]2[O:23][CH:24]=[CH:25][CH:26]=2)[N:17]=1, predict the reactants needed to synthesize it. The reactants are: C(O[C:9](=O)[NH:10][CH2:11][CH2:12][NH:13][C:14]1[C:19]([C:20]#[N:21])=[C:18]([C:22]2[O:23][CH:24]=[CH:25][CH:26]=2)[N:17]=[C:16]([NH2:27])[N:15]=1)C1C=CC=CC=1.[C:29]1(=O)[CH2:34][CH2:33]C[CH2:31][CH2:30]1.[H][H]. (2) The reactants are: Cl[C:2]1[C:7]([C:8]2[N:13]=[C:12]([CH3:14])[N:11]=[C:10]([NH2:15])[N:9]=2)=[CH:6][C:5]([CH3:16])=[CH:4][N:3]=1.[NH:17]1[C:25]2[CH:24]=[CH:23][CH:22]=[C:21]([NH2:26])[C:20]=2[CH:19]=[N:18]1. Given the product [NH2:15][C:10]1[N:11]=[C:12]([CH3:14])[N:13]=[C:8]([C:7]2[C:2]([NH:26][C:21]3[C:20]4[CH:19]=[N:18][NH:17][C:25]=4[CH:24]=[CH:23][CH:22]=3)=[N:3][CH:4]=[C:5]([CH3:16])[CH:6]=2)[N:9]=1, predict the reactants needed to synthesize it. (3) The reactants are: [F:1][C:2]1[CH:10]=[C:9]2[C:5]([C:6]([C:12]3[N:13]=[C:14]4[C:20]([C:21](O)=[O:22])=[CH:19][N:18]([CH2:24][O:25][CH2:26][CH2:27][Si:28]([CH3:31])([CH3:30])[CH3:29])[C:15]4=[N:16][CH:17]=3)=[N:7][N:8]2[CH3:11])=[CH:4][CH:3]=1.[NH2:32][C@@H:33]([CH2:36][CH2:37][S:38][CH3:39])[CH2:34][OH:35].CN(C(ON1N=NC2C=CC=NC1=2)=[N+](C)C)C.F[P-](F)(F)(F)(F)F.C(N(CC)C(C)C)(C)C. Given the product [OH:35][CH2:34][C@@H:33]([NH:32][C:21]([C:20]1[C:14]2[C:15](=[N:16][CH:17]=[C:12]([C:6]3[C:5]4[C:9](=[CH:10][C:2]([F:1])=[CH:3][CH:4]=4)[N:8]([CH3:11])[N:7]=3)[N:13]=2)[N:18]([CH2:24][O:25][CH2:26][CH2:27][Si:28]([CH3:29])([CH3:30])[CH3:31])[CH:19]=1)=[O:22])[CH2:36][CH2:37][S:38][CH3:39], predict the reactants needed to synthesize it. (4) Given the product [CH3:8][C:7]1[O:6][C:5]([C:9]2[CH:18]=[CH:17][C:12]([C:13]([O:15][CH3:16])=[O:14])=[CH:11][CH:10]=2)=[N:4][C:3]=1[CH2:2][S:34]([C:31]1[CH:32]=[CH:33][C:28]([CH2:27][CH2:26][CH2:25][N:22]2[CH2:23][CH2:24][O:19][CH2:20][CH2:21]2)=[CH:29][CH:30]=1)(=[O:35])=[O:36], predict the reactants needed to synthesize it. The reactants are: Cl[CH2:2][C:3]1[N:4]=[C:5]([C:9]2[CH:18]=[CH:17][C:12]([C:13]([O:15][CH3:16])=[O:14])=[CH:11][CH:10]=2)[O:6][C:7]=1[CH3:8].[O:19]1[CH2:24][CH2:23][N:22]([CH2:25][CH2:26][CH2:27][C:28]2[CH:33]=[CH:32][C:31]([S:34]([O-:36])=[O:35])=[CH:30][CH:29]=2)[CH2:21][CH2:20]1.[Li+].C(=O)([O-])[O-].[K+].[K+].